From a dataset of Experimentally validated miRNA-target interactions with 360,000+ pairs, plus equal number of negative samples. Binary Classification. Given a miRNA mature sequence and a target amino acid sequence, predict their likelihood of interaction. (1) The miRNA is mmu-miR-215-5p with sequence AUGACCUAUGAUUUGACAGAC. Result: 0 (no interaction). The protein sequence of the target gene is MRVFQRSTCRMPVSRATVTILLGILFGFSITYYLTALKSLTNPIICGPEQQIGGFDYLDVISQRADADVFTRSQSLPGHRRGLILVAIMTAAKYVDTRAYNVWKTWAQHIPGRVLIFVAEGTESVHEDMPLIRLKGVDDTYPPQKKSFAMVKWLAENMADEYDWFLRADDDLYIRGEELALFLRSVDSSKAHIIGQAGLGNSAEYGLLALGSTDNYCMGGPGIVMSRDTLLKVSPHLESCLQHMLTSHEDVELGRCIRKHVGVACTWNYEMQKLFHNNQSAIKESYAKNMKELKDAITLH.... (2) The miRNA is hsa-miR-20b-5p with sequence CAAAGUGCUCAUAGUGCAGGUAG. The protein sequence of the target gene is MAELGAGGDGHRGGDGAVRSETAPDSYKVQDKKNASSRPASAISGQNNNHSGNKPDPPPVLRVDDRQRLARERREEREKQLAAREIVWLEREERARQHYEKHLEERKKRLEEQRQKEERRRAAVEEKRRQRLEEDKERHEAVVRRTMERSQKPKQKHNRWSWGGSLHGSPSIHSADPDRRSVSTMNLSKYVDPVISKRLSSSSATLLNSPDRARRLQLSPWESSVVNRLLTPTHSFLARSKSTAALSGEAASCSPIIMPYKAAHSRNSMDRPKLFVTPPEGSSRRRIIHGTASYKKERER.... Result: 1 (interaction). (3) The miRNA is hsa-miR-6892-3p with sequence UCCCUCUCCCACCCCUUGCAG. The protein sequence of the target gene is MVLEGNPEVGSPRTSDLQHRGNKGSCVLSSPGEDAQPGEEPIKYGELIVLGCCEEGGEETEAQRGEVTGPRAHSCYNGCLASGDKGRRRSRLALSRRSHANGVKPDVMHHISTPLVSKALSNRGQHSISYTLSRSHSVIVEYTHDSDTDMFQIGRSTENMIDFVVTDTSPGGGAAEGPSAQSTISRYACRILCDRRPPYTARIYAAGFDASSNIFLGERAAKWRTPDGLMDGLTTNGVLVMHPAGGFSEDSAPGVWREISVCGNVYTLRDSRSAQQRGKLVENESNVLQDGSLIDLCGAT.... Result: 0 (no interaction). (4) The miRNA is hsa-miR-6504-3p with sequence CAUUACAGCACAGCCAUUCU. The protein sequence of the target gene is MDSVAFEDVAVNFTQEEWALLDPSQKNLYREVMQETLRNLTSIGKKWNNQYIEDEHQNPRRNLRRLIGERLSESKESHQHGEVLTQVPDDTLKKKTPGVQSYESSVCGEIGIGLSSLNRHLRAFSYSSSLAIHGRTHTGEKPYECKECGKAFRFPSSVRRHERIHSAKKPYECKQCGKAFSFPSSVRRHERIHSAKKPYECKQCGKALSYLVSFQTHMRMHTGERPHKCNICGKAFFSPSSLKRHEKSHTGEKRYKCKQCDKAFNCPSSFQYHERTHSGEKPYECTQCRKAFRSVKYLRV.... Result: 1 (interaction). (5) The miRNA is hsa-miR-6825-3p with sequence GCGCUGACCCGCCUUCUCCGCA. The protein sequence of the target gene is MPSEGRCWETLKALRSSDKGRLCYYRDWLLRREDVLEECMSLPKLSSYSGWVVEHVLPHMQENQPLSETSPSSTSASALDQPSFVPKSPDASSAFSPASPATPNGTKGKDESQHTESMVLQSSRGIKVEGCVRMYELVHRMKGTEGLRLWQEEQERKVQALSEMASEQLKRFDEWKELKQHKEFQDLREVMEKSSREALGHQEKLKAEHRHRAKILNLKLREAEQQRVKQAEQERLRKEEGQIRLRALYALQEEMLQLSQQLDASEQHKALLKVDLAAFQTRGNQLCSLISGIIRASSES.... Result: 0 (no interaction). (6) The miRNA is hsa-miR-5692b with sequence AAUAAUAUCACAGUAGGUGU. The protein sequence of the target gene is MNLRSVFTVEQQRILQRYYENGMTNQSKNCFQLILQCAQETKLDFSVVRTWVGNKRRKMSSKNSESGTATTGTSLSAPDITVRNVVNIARPSSQQSSWTSANNDVIVTGIYSPASSSSRQGTNKHTDTQITEAHKIPIQKTATKNDTEFQLHIPVQRQVAHCKNASLLLGEKTIILSRQTSVLNAGNSVFNHAKKNYGNSSVQASEMTVPQKPSVCHRPCKIEPVGIQRSYKPEHTGPALHNLCGQKPTIRDPYCRTQNLEIREVFSLAVSDYPQRILGGNAPQKPSSAEGNCLSIAMET.... Result: 0 (no interaction). (7) The miRNA is hsa-miR-609 with sequence AGGGUGUUUCUCUCAUCUCU. The protein sequence of the target gene is MAEAHQAVGFRPSLTSDGAEVELSAPVLQEIYLSGLRSWKRHLSRFWNDFLTGVFPASPLSWLFLFSAIQLAWFLQLDPSLGLMEKIKELLPDWGGQHHGLRGVLAAALFASCLWGALIFTLHVALRLLLSYHGWLLEPHGAMSSPTKTWLALVRIFSGRHPMLFSYQRSLPRQPVPSVQDTVRKYLESVRPILSDEDFDWTAVLAQEFLRLQASLLQWYLRLKSWWASNYVSDWWEEFVYLRSRNPLMVNSNYYMMDFLYVTPTPLQAARAGNAVHALLLYRHRLNRQEIPPTLLMGMR.... Result: 0 (no interaction).